From a dataset of Forward reaction prediction with 1.9M reactions from USPTO patents (1976-2016). Predict the product of the given reaction. Given the reactants [OH:1][CH2:2][C@@H:3]1[CH:7]=[CH:6][C:5](=[O:8])[O:4]1.N1C=CN=C1.[C:14]([Si:18](Cl)([C:25]1[CH:30]=[CH:29][CH:28]=[CH:27][CH:26]=1)[C:19]1[CH:24]=[CH:23][CH:22]=[CH:21][CH:20]=1)([CH3:17])([CH3:16])[CH3:15], predict the reaction product. The product is: [Si:18]([O:1][CH2:2][C@@H:3]1[CH:7]=[CH:6][C:5](=[O:8])[O:4]1)([C:14]([CH3:17])([CH3:16])[CH3:15])([C:25]1[CH:26]=[CH:27][CH:28]=[CH:29][CH:30]=1)[C:19]1[CH:24]=[CH:23][CH:22]=[CH:21][CH:20]=1.